From a dataset of Experimentally validated miRNA-target interactions with 360,000+ pairs, plus equal number of negative samples. Binary Classification. Given a miRNA mature sequence and a target amino acid sequence, predict their likelihood of interaction. (1) The miRNA is hsa-miR-6499-5p with sequence UCGGGCGCAAGAGCACUGCAGU. The protein sequence of the target gene is MSGQTLTDRIAAAQYSVTGSAVARAVCKATTHEVMGPKKKHLDYLIQATNETNVNIPQMADTLFERATNSSWVVVFKALVTTHHLMVHGNERFIQYLASRNTLFNLSNFLDKSGSHGYDMSTFIRRYSRYLNEKAFSYRQMAFDFARVKKGADGVMRTMVPEKLLKSMPILQGQIDALLEFDVHPNELTNGVINAAFMLLFKDLIKLFACYNDGVINLLEKFFEMKKGQCKDALEIYKRFLTRMTRVSEFLKVAEQVGIDKGDIPDLTQAPSSLMETLEQHLNTLEGKKPGNNEGSGAPS.... Result: 0 (no interaction). (2) The miRNA is hsa-miR-1244 with sequence AAGUAGUUGGUUUGUAUGAGAUGGUU. The protein sequence of the target gene is MFVARSIAADHKDLIHDVSFDFHGRRMATCSSDQSVKVWDKSESGDWHCTASWKTHSGSVWRVTWAHPEFGQVLASCSFDRTAAVWEEIVGESNDKLRGQSHWVKRTTLVDSRTSVTDVKFAPKHMGLMLATCSADGIVRIYEAPDVMNLSQWSLQHEISCKLSCSCISWNPSSSRAHSPMIAVGSDDSSPNAMAKVQIFEYNENTRKYAKAETLMTVTDPVHDIAFAPNLGRSFHILAIATKDVRIFTLKPVRKELTSSGGPTKFEIHIVAQFDNHNSQVWRVSWNITGTVLASSGDDG.... Result: 0 (no interaction). (3) The miRNA is hsa-miR-6743-3p with sequence AGCCGCUCUUCUCCCUGCCCACA. The protein sequence of the target gene is MALPAFAARALGPPLQPEQGAPARTTCPRRHSRVEAELAASRPGSVAASVRAGPPRGVSLGFNSPPLQDKPPKAFSSLAGALRAPLFALLPRGRRRRMHDLRRRWDLGSLCRALLTRGLAAVGHSLKHVLSAIFSKIFGPLASVGNMDEKSNKLLLALVMLFLFAVIVLQYVCPGTECQLLRLQAFSSPVPDPYRSEDESSARFVPRYNFSRGDLLRKVDFDIKGDDLIVFLHIQKTGGTTFGRHLVRNIQLEQPCECRVGQKKCTCHRPGKRETWLFSRFSTGWSCGLHADWTELTSCV.... Result: 0 (no interaction). (4) The miRNA is hsa-miR-3928-3p with sequence GGAGGAACCUUGGAGCUUCGGC. The protein sequence of the target gene is MPGAGARAEEGGGGGEGAAQGAAAEPGAGPAREPARLCGYLQKLSGKGPLRGYRSRWFVFDARRCYLYYFKSPQDALPLGHLDIADACFSYQGPDEAAEPGTEPPAHFQVHSAGAVTVLKAPNRQLMTYWLQELQQKRWEYCNSLDMVKWDSRTSPTPGDFPKGLVARDNTDLIYPHPNASAEKARNVLAVETVPGELVGEQAANQPAPGHPNSINFYSLKQWGNELKNSMSSFRPGRGHNDSRRTVFYTNEEWELLDPTPKDLEESIVQEEKKKLTPEGNKGVTGSGFPFDFGRNPYKG.... Result: 1 (interaction). (5) The miRNA is mmu-miR-19b-3p with sequence UGUGCAAAUCCAUGCAAAACUGA. The protein sequence of the target gene is MACLHETRTPSPSFGGFVSTLSEASMRKLDPDTSDCTPEKDLTPTQCVLRDVVPLGGQGGGGPSPSPGGEPPPEPFANSVLQLHEQDTGGPGGATGSPESRASRVRADEVRLQCQSGSGFLEGLFGCLRPVWTMIGKAYSTEHKQQQEDLWEVPFEEILDLQWVGSGAQGAVFLGRFHGEEVAVKKVRDLKETDIKHLRKLKHPNIITFKGVCTQAPCYCILMEFCAQGQLYEVLRAGRPVTPSLLVDWSMGIAGGMNYLHLHKIIHRDLKSPNMLITYDDVVKISDFGTSKELSDKSTK.... Result: 1 (interaction). (6) The miRNA is hsa-miR-384 with sequence AUUCCUAGAAAUUGUUCAUA. The protein sequence of the target gene is MPNIVLFSGSSHQDLSQRVADRLGLELGKVVTKKFSNQETSVEIGESVRGEDVYIIQSGCGEINDNLMELLIMINACKIASSSRVTAVIPCFPYARQDKKDKSRAPISAKLVANMLSVAGADHIITMDLHASQIQGFFDIPVDNLYAEPAVLQWIRENITEWRNCIIVSPDAGGAKRVTSIADRLNVEFALIHKERKKANEVDRMVLVGDVKDRVAILVDDMADTCGTICHAADKLLSAGATKVYAILTHGIFSGPAISRINSAAFEAVVVTNTIPQEDKMKHCSKIQVIDISMILAEAI.... Result: 0 (no interaction). (7) The miRNA is mmu-miR-452-3p with sequence UCAGUCUCAUCUGCAAAGAGGU. The protein sequence of the target gene is MMFRDQVGVLAGWFKGWNECEQTVALLSLLKRVSQTQARFLQLCLEHSLADCAELHVLEGEANSPGIINQWQQESKDKVISLLLTHLPLLKPGNLDAKAEYMKLLPKILAHSIEHNQHIEESRQLLSYALIHPATSLEDRSALAMWLNHLEDRTSTSFGSQNRGRSDSVDYGQTHYYHQRQNSDDKLNGWQNSRDSGICISASNWQDKSLGCENGHVPLYSSSSVPATINTIGTGASTILSGQAHHSPLKRSVSLTPPMNVPNQPLGHGWMSHEDLRARGPQCLPSDHAPLSPQSSVASS.... Result: 1 (interaction).